Dataset: Reaction yield outcomes from USPTO patents with 853,638 reactions. Task: Predict the reaction yield, written as a fraction of the theoretical maximum amount of product (1.0 means a 100% yield; for example, 0.34 means a 34% yield). No catalyst specified. The yield is 0.530. The product is [Cl:1][C:2]1[N:7]=[C:6]([C:8]2[C:9]([C:10]3[CH:11]=[CH:12][C:13]([O:23][CH3:24])=[C:14]([NH:16][C:17](=[O:22])[C:18]([F:20])([F:21])[F:19])[CH:15]=3)=[N:26][N:27]3[CH:32]=[CH:31][CH:30]=[CH:29][C:28]=23)[CH:5]=[CH:4][N:3]=1. The reactants are [Cl:1][C:2]1[N:7]=[C:6]([C:8]#[C:9][C:10]2[CH:11]=[CH:12][C:13]([O:23][CH3:24])=[C:14]([NH:16][C:17](=[O:22])[C:18]([F:21])([F:20])[F:19])[CH:15]=2)[CH:5]=[CH:4][N:3]=1.[I-].[NH2:26][N+:27]1[CH:32]=[CH:31][CH:30]=[CH:29][CH:28]=1.